The task is: Predict the product of the given reaction.. This data is from Forward reaction prediction with 1.9M reactions from USPTO patents (1976-2016). (1) Given the reactants C(O)C.[NH2:4][C:5]1[C:6]2[C:7]3[C:8](=[N:20][N:21]([CH2:23][C:24]4[C:29]([Cl:30])=[C:28]([O:31][CH3:32])[C:27]([CH3:33])=[CH:26][N:25]=4)[N:22]=2)[CH:9]=[C:10]([CH2:15][C:16]([NH:18][CH3:19])=[O:17])[C:11]=3[CH2:12][S:13][N:14]=1.[ClH:34], predict the reaction product. The product is: [ClH:30].[ClH:34].[NH2:4][C:5]1[C:6]2[C:7]3[C:8](=[N:20][N:21]([CH2:23][C:24]4[C:29]([Cl:30])=[C:28]([O:31][CH3:32])[C:27]([CH3:33])=[CH:26][N:25]=4)[N:22]=2)[CH:9]=[C:10]([CH2:15][C:16]([NH:18][CH3:19])=[O:17])[C:11]=3[CH2:12][S:13][N:14]=1. (2) Given the reactants [O:1]1[CH:5]=[C:4]([C:6]2[CH:11]=[CH:10][C:9]([OH:12])=[CH:8][CH:7]=2)[N:3]=[CH:2]1.[CH2:13]([O:20][C:21]([NH:23][CH2:24][CH2:25]OS(C)(=O)=O)=[O:22])[C:14]1[CH:19]=[CH:18][CH:17]=[CH:16][CH:15]=1.C(=O)([O-])[O-].[K+].[K+], predict the reaction product. The product is: [CH2:13]([O:20][C:21](=[O:22])[NH:23][CH2:24][CH2:25][O:12][C:9]1[CH:8]=[CH:7][C:6]([C:4]2[N:3]=[CH:2][O:1][CH:5]=2)=[CH:11][CH:10]=1)[C:14]1[CH:19]=[CH:18][CH:17]=[CH:16][CH:15]=1.